Dataset: Catalyst prediction with 721,799 reactions and 888 catalyst types from USPTO. Task: Predict which catalyst facilitates the given reaction. (1) Reactant: [CH3:1][N:2]1[CH2:7][CH2:6][CH:5]([O:8][CH:9]2[C:18]3[CH:19]=[CH:20][CH:21]=[CH:22][C:17]=3[CH2:16][CH2:15][N:14]3[C:10]2=[N:11][C:12]([CH2:23][CH2:24][C:25]2[CH:30]=[CH:29][CH:28]=[CH:27][CH:26]=2)=[CH:13]3)[CH2:4][CH2:3]1.[C:31]([OH:36])(=[O:35])[C:32]([OH:34])=[O:33]. Product: [C:31]([OH:36])(=[O:35])[C:32]([OH:34])=[O:33].[CH3:1][N:2]1[CH2:3][CH2:4][CH:5]([O:8][CH:9]2[C:18]3[CH:19]=[CH:20][CH:21]=[CH:22][C:17]=3[CH2:16][CH2:15][N:14]3[C:10]2=[N:11][C:12]([CH2:23][CH2:24][C:25]2[CH:30]=[CH:29][CH:28]=[CH:27][CH:26]=2)=[CH:13]3)[CH2:6][CH2:7]1. The catalyst class is: 21. (2) Reactant: [C:1]([O:5][C:6]([N:8]1[CH2:13][CH2:12][CH:11]([OH:14])[CH2:10][CH2:9]1)=[O:7])([CH3:4])([CH3:3])[CH3:2].[H-].[Na+].[Br:17][C:18]1[CH:19]=[C:20]([C:31]2[CH:36]=[C:35](Cl)[N:34]=[N:33][C:32]=2[CH2:38][CH2:39][CH2:40][CH3:41])[CH:21]=[CH:22][C:23]=1[O:24][CH:25]1[CH2:30][CH2:29][CH2:28][CH2:27][CH2:26]1.O. Product: [C:1]([O:5][C:6]([N:8]1[CH2:13][CH2:12][CH:11]([O:14][C:35]2[N:34]=[N:33][C:32]([CH2:38][CH2:39][CH2:40][CH3:41])=[C:31]([C:20]3[CH:21]=[CH:22][C:23]([O:24][CH:25]4[CH2:30][CH2:29][CH2:28][CH2:27][CH2:26]4)=[C:18]([Br:17])[CH:19]=3)[CH:36]=2)[CH2:10][CH2:9]1)=[O:7])([CH3:4])([CH3:2])[CH3:3]. The catalyst class is: 1. (3) Reactant: [OH:1][C:2]1[CH:3]=[C:4]2[C:9](=[CH:10][CH:11]=1)[CH2:8][CH:7]([NH:12][C:13](=[O:15])[CH3:14])[CH2:6][CH2:5]2.C([O-])([O-])=O.[Cs+].[Cs+].Br[C:23]([CH3:32])([CH3:31])[C:24]([O:26][C:27]([CH3:30])([CH3:29])[CH3:28])=[O:25]. Product: [C:27]([O:26][C:24](=[O:25])[C:23]([O:1][C:2]1[CH:11]=[CH:10][C:9]2[CH2:8][CH:7]([NH:12][C:13](=[O:15])[CH3:14])[CH2:6][CH2:5][C:4]=2[CH:3]=1)([CH3:32])[CH3:31])([CH3:30])([CH3:29])[CH3:28]. The catalyst class is: 31. (4) Reactant: [CH3:1][C:2]1[CH:8]=[C:7]([C:9]2[CH:10]=[N:11][CH:12]=[CH:13][CH:14]=2)[C:6]([CH3:15])=[CH:5][C:3]=1[NH2:4].Cl. Product: [CH3:1][C:2]1[CH:8]=[C:7]([CH:9]2[CH2:14][CH2:13][CH2:12][NH:11][CH2:10]2)[C:6]([CH3:15])=[CH:5][C:3]=1[NH2:4]. The catalyst class is: 458. (5) Reactant: FC(F)(F)C(O)=O.[Br:8][C:9]1[C:10]([O:20][CH3:21])=[C:11]([CH:17]([NH2:19])[CH3:18])[CH:12]=[C:13]([F:16])[C:14]=1[CH3:15].Br[C:23]1[N:31]=[CH:30][N:29]=[C:28]2[C:24]=1[N:25]=[CH:26][N:27]2[CH:32]1[CH2:37][CH2:36][CH2:35][CH2:34][O:33]1.C(N(CC)C(C)C)(C)C.C(O)C. Product: [Br:8][C:9]1[C:10]([O:20][CH3:21])=[C:11]([CH:17]([NH:19][C:23]2[N:31]=[CH:30][N:29]=[C:28]3[C:24]=2[N:25]=[CH:26][N:27]3[CH:32]2[CH2:37][CH2:36][CH2:35][CH2:34][O:33]2)[CH3:18])[CH:12]=[C:13]([F:16])[C:14]=1[CH3:15]. The catalyst class is: 5. (6) Reactant: O=P(Cl)(Cl)Cl.CN([CH:14]=[O:15])C1C=CC=CC=1.[CH2:16]([O:23][C:24]1[CH:29]=[CH:28][CH:27]=[C:26]([O:30][CH2:31][C:32]2[CH:37]=[CH:36][CH:35]=[CH:34][CH:33]=2)[C:25]=1[O:38][CH2:39][C:40]1[CH:45]=[CH:44][CH:43]=[CH:42][CH:41]=1)[C:17]1[CH:22]=[CH:21][CH:20]=[CH:19][CH:18]=1. Product: [CH2:31]([O:30][C:26]1[C:25]([O:38][CH2:39][C:40]2[CH:45]=[CH:44][CH:43]=[CH:42][CH:41]=2)=[C:24]([O:23][CH2:16][C:17]2[CH:18]=[CH:19][CH:20]=[CH:21][CH:22]=2)[CH:29]=[CH:28][C:27]=1[CH:14]=[O:15])[C:32]1[CH:33]=[CH:34][CH:35]=[CH:36][CH:37]=1. The catalyst class is: 3.